Dataset: Forward reaction prediction with 1.9M reactions from USPTO patents (1976-2016). Task: Predict the product of the given reaction. (1) Given the reactants [C:1]([O:5][C:6]([CH:8]1[CH2:12][CH2:11][CH2:10][N:9]1[C:13](=[O:27])[CH:14]([NH:16][C:17]([O:19]CC1C=CC=CC=1)=O)[CH3:15])=[O:7])([CH3:4])([CH3:3])[CH3:2].C([C:31]1[C:39]([Cl:40])=[CH:38][C:34](C(O)=O)=[C:33]([O:41][CH3:42])[CH:32]=1)(=O)C.C(OC(C1CCC[N:58]1[C:59](=[O:68])[CH:60]([NH:58][C:59](=[O:68])[C:60]1C=CC(N)=C(Cl)C=1)C)=O)(C)(C)C, predict the reaction product. The product is: [C:1]([O:5][C:6]([CH:8]1[CH2:12][CH2:11][CH2:10][N:9]1[C:13](=[O:27])[CH:14]([NH:16][C:17](=[O:19])[C:34]1[CH:38]=[C:39]([Cl:40])[C:31]([NH:58][C:59](=[O:68])[CH3:60])=[CH:32][C:33]=1[O:41][CH3:42])[CH3:15])=[O:7])([CH3:2])([CH3:3])[CH3:4]. (2) The product is: [Br:1][C:2]1[CH:3]=[C:4]([CH:8]=[C:9]([Cl:12])[C:10]=1[CH3:11])[C:5]([O:7][CH2:13][CH3:14])=[O:6]. Given the reactants [Br:1][C:2]1[CH:3]=[C:4]([CH:8]=[C:9]([Cl:12])[C:10]=1[CH3:11])[C:5]([OH:7])=[O:6].[CH2:13](OC(=O)C1C=CC(Br)=C(C(F)(F)F)C=1)[CH3:14], predict the reaction product. (3) Given the reactants [N:1]1[C:10]2[C:5](=[C:6]([NH:11][CH2:12][C:13]([C:28]([F:31])([F:30])[F:29])([OH:27])[CH2:14][C:15]([C:18]3[CH:23]=[C:22]([F:24])[CH:21]=[CH:20][C:19]=3[O:25]C)([CH3:17])[CH3:16])[CH:7]=[CH:8][CH:9]=2)[N:4]=[CH:3][CH:2]=1.B(Br)(Br)Br.C(OCC)(=O)C.C([O-])(O)=O.[Na+], predict the reaction product. The product is: [N:1]1[C:10]2[C:5](=[C:6]([NH:11][CH2:12][C:13]([C:28]([F:30])([F:29])[F:31])([OH:27])[CH2:14][C:15]([C:18]3[CH:23]=[C:22]([F:24])[CH:21]=[CH:20][C:19]=3[OH:25])([CH3:17])[CH3:16])[CH:7]=[CH:8][CH:9]=2)[N:4]=[CH:3][CH:2]=1. (4) Given the reactants [C:1]12([C:11]3[CH:16]=[C:15]([Br:17])[C:14]([CH3:18])=[CH:13][C:12]=3[OH:19])[CH2:10][CH:5]3[CH2:6][CH:7]([CH2:9][CH:3]([CH2:4]3)[CH2:2]1)[CH2:8]2.[CH2:20](Br)[C:21]1[CH:26]=[CH:25][CH:24]=[CH:23][CH:22]=1.C([O-])([O-])=O.[K+].[K+], predict the reaction product. The product is: [C:1]12([C:11]3[C:12]([O:19][CH2:20][C:21]4[CH:26]=[CH:25][CH:24]=[CH:23][CH:22]=4)=[CH:13][C:14]([CH3:18])=[C:15]([Br:17])[CH:16]=3)[CH2:2][CH:3]3[CH2:9][CH:7]([CH2:6][CH:5]([CH2:4]3)[CH2:10]1)[CH2:8]2. (5) Given the reactants [C:1]([O:5][P:6]([O-:13])([O:8][C:9]([CH3:12])([CH3:11])[CH3:10])=[O:7])([CH3:4])([CH3:3])[CH3:2].C[N+](C)(C)C.[Cl:19][CH2:20]I, predict the reaction product. The product is: [P:6]([O:13][CH2:20][Cl:19])([O:5][C:1]([CH3:4])([CH3:3])[CH3:2])([O:8][C:9]([CH3:12])([CH3:11])[CH3:10])=[O:7]. (6) The product is: [Cl:17][C:13]1[CH:12]=[C:11]([C@@:9]([OH:10])([C@@H:18]2[CH2:23][CH2:22][CH2:21][NH:20][CH2:19]2)[CH2:8][CH2:7][CH2:6][NH:5][C:3]([NH:2][CH3:1])=[O:4])[CH:16]=[CH:15][CH:14]=1. Given the reactants [CH3:1][NH:2][C:3]([NH:5][CH2:6][CH2:7][CH2:8][C@:9]([C@@H:18]1[CH2:23][CH2:22][CH2:21][N:20](C(OC(C)(C)C)=O)[CH2:19]1)([C:11]1[CH:16]=[CH:15][CH:14]=[C:13]([Cl:17])[CH:12]=1)[OH:10])=[O:4].Cl, predict the reaction product. (7) The product is: [C:2]([O:4][C@H:5]1[C:14]2[C@:15]3([CH3:30])[C:16](/[C:17](=[CH:39]\[N:38]([CH:32]4[CH2:37][CH2:36][CH2:35][CH2:34][CH2:33]4)[CH3:40])/[C:23](=[O:24])[O:25][C@@H:26]3[CH2:27][O:28][CH3:29])=[C:20]([OH:19])[C:21](=[O:22])[C:13]=2[CH:8]2[C@@:7]([CH3:31])([C@@H:11]([OH:12])[CH2:10][CH2:9]2)[CH2:6]1)(=[O:3])[CH3:1]. Given the reactants [CH3:1][C:2]([O:4][C@H:5]1[C:14]2[C@@:15]3([CH3:30])[C@@H:26]([CH2:27][O:28][CH3:29])[O:25][C:23](=[O:24])[C:17]4=C[O:19][C:20]([C:21](=[O:22])[C:13]=2[C@@H:8]2[CH2:9][CH2:10][C@H:11]([OH:12])[C@@:7]2([CH3:31])[CH2:6]1)=[C:16]34)=[O:3].[CH:32]1([NH:38][CH3:39])[CH2:37][CH2:36][CH2:35][CH2:34][CH2:33]1.[CH2:40](Cl)Cl, predict the reaction product.